From a dataset of Reaction yield outcomes from USPTO patents with 853,638 reactions. Predict the reaction yield, written as a fraction of the theoretical maximum amount of product (1.0 means a 100% yield; for example, 0.34 means a 34% yield). The yield is 0.610. The reactants are [Si]([O:8][CH:9]([C:22]1[O:23][C:24]([C:27]2[CH:32]=[CH:31][C:30]([F:33])=[CH:29][CH:28]=2)=[CH:25][N:26]=1)[CH2:10][CH2:11][CH2:12][CH2:13][CH2:14][CH2:15][C:16]1[CH:21]=[CH:20][CH:19]=[CH:18][CH:17]=1)(C(C)(C)C)(C)C.[Si](OC(C1OC([Sn](CCCC)(CCCC)CCCC)=CN=1)CCCCCCC1C=CC=CC=1)(C(C)(C)C)(C)C.FC1C=CC(I)=CC=1. No catalyst specified. The product is [F:33][C:30]1[CH:29]=[CH:28][C:27]([C:24]2[O:23][C:22]([C:9](=[O:8])[CH2:10][CH2:11][CH2:12][CH2:13][CH2:14][CH2:15][C:16]3[CH:17]=[CH:18][CH:19]=[CH:20][CH:21]=3)=[N:26][CH:25]=2)=[CH:32][CH:31]=1.